From a dataset of Forward reaction prediction with 1.9M reactions from USPTO patents (1976-2016). Predict the product of the given reaction. Given the reactants [OH:1][C:2]1[C:20]([I:21])=[CH:19][C:5]([O:6][C:7]2[C:12]([I:13])=[CH:11][C:10]([CH2:14][C:15]([OH:17])=[O:16])=[CH:9][C:8]=2[I:18])=[CH:4][C:3]=1[I:22].S(Cl)(Cl)=O.O.[CH3:28]O, predict the reaction product. The product is: [OH:1][C:2]1[C:3]([I:22])=[CH:4][C:5]([O:6][C:7]2[C:8]([I:18])=[CH:9][C:10]([CH2:14][C:15]([O:17][CH3:28])=[O:16])=[CH:11][C:12]=2[I:13])=[CH:19][C:20]=1[I:21].